From a dataset of TCR-epitope binding with 47,182 pairs between 192 epitopes and 23,139 TCRs. Binary Classification. Given a T-cell receptor sequence (or CDR3 region) and an epitope sequence, predict whether binding occurs between them. (1) The epitope is LPPIVAKEI. The TCR CDR3 sequence is CASSPIQGSEQYF. Result: 1 (the TCR binds to the epitope). (2) The epitope is DATYQRTRALVR. The TCR CDR3 sequence is CASSETTGPAYEQYF. Result: 1 (the TCR binds to the epitope). (3) The epitope is PKYVKQNTLKLAT. The TCR CDR3 sequence is CASSLFRGPYEQYF. Result: 1 (the TCR binds to the epitope). (4) The epitope is HTDFSSEIIGY. The TCR CDR3 sequence is CASSQDSGTVYGYTF. Result: 0 (the TCR does not bind to the epitope). (5) The epitope is TPQDLNTML. The TCR CDR3 sequence is CASSQGGTTAYNEQFF. Result: 0 (the TCR does not bind to the epitope).